This data is from NCI-60 drug combinations with 297,098 pairs across 59 cell lines. The task is: Regression. Given two drug SMILES strings and cell line genomic features, predict the synergy score measuring deviation from expected non-interaction effect. Drug 1: CCC1=C2CN3C(=CC4=C(C3=O)COC(=O)C4(CC)O)C2=NC5=C1C=C(C=C5)O. Drug 2: C1=CN(C=N1)CC(O)(P(=O)(O)O)P(=O)(O)O. Cell line: DU-145. Synergy scores: CSS=5.34, Synergy_ZIP=4.00, Synergy_Bliss=3.88, Synergy_Loewe=-48.1, Synergy_HSA=-1.77.